Predict which catalyst facilitates the given reaction. From a dataset of Catalyst prediction with 721,799 reactions and 888 catalyst types from USPTO. Reactant: [C:1]([C:3]1[CH:8]=[CH:7][C:6]([NH:9][C:10]([N:12]2[CH2:16][CH:15]([CH2:17][C:18]([CH3:21])([CH3:20])[CH3:19])[C:14]([C:24]3[CH:29]=[CH:28][C:27]([Cl:30])=[CH:26][C:25]=3[F:31])([C:22]#[N:23])[CH:13]2[C:32]2[CH:37]=[CH:36][CH:35]=[C:34]([Cl:38])[C:33]=2[F:39])=[O:11])=[CH:5][CH:4]=1)#[N:2].C([O-])([O-])=[O:41].[K+].[K+].OO. Product: [C:1]([C:3]1[CH:4]=[CH:5][C:6]([NH:9][C:10]([N:12]2[CH2:16][CH:15]([CH2:17][C:18]([CH3:21])([CH3:20])[CH3:19])[C:14]([C:24]3[CH:29]=[CH:28][C:27]([Cl:30])=[CH:26][C:25]=3[F:31])([C:22]#[N:23])[CH:13]2[C:32]2[CH:37]=[CH:36][CH:35]=[C:34]([Cl:38])[C:33]=2[F:39])=[O:11])=[CH:7][CH:8]=1)(=[O:41])[NH2:2]. The catalyst class is: 197.